This data is from Forward reaction prediction with 1.9M reactions from USPTO patents (1976-2016). The task is: Predict the product of the given reaction. (1) Given the reactants [Cl-].[Li+].[CH:3]([C:5]1[CH:6]=[CH:7][C:8]([O:15][CH3:16])=[C:9]([CH:14]=1)[C:10]([O:12][CH3:13])=[O:11])=O.C(OP([CH2:25][C:26]([O:28][C:29]([CH3:32])([CH3:31])[CH3:30])=[O:27])(OCC)=O)C.N12CCCN=C1CCCCC2, predict the reaction product. The product is: [C:29]([O:28][C:26](=[O:27])/[CH:25]=[CH:3]/[C:5]1[CH:6]=[CH:7][C:8]([O:15][CH3:16])=[C:9]([CH:14]=1)[C:10]([O:12][CH3:13])=[O:11])([CH3:32])([CH3:31])[CH3:30]. (2) Given the reactants [Cl:1][C:2]1[N:3]=[CH:4][CH:5]=[C:6]2[C:10]([CH3:11])=[C:9]([CH3:12])[N:8]([CH2:13][CH2:14][CH3:15])[C:7]=12.[CH3:16][C:17]1[CH:24]=[CH:23][C:20]([CH2:21][NH2:22])=[CH:19][CH:18]=1, predict the reaction product. The product is: [ClH:1].[CH3:12][C:9]1[N:8]([CH2:13][CH2:14][CH3:15])[C:7]2=[C:2]([NH:22][CH2:21][C:20]3[CH:23]=[CH:24][C:17]([CH3:16])=[CH:18][CH:19]=3)[N:3]=[CH:4][CH:5]=[C:6]2[C:10]=1[CH3:11]. (3) Given the reactants [S:1]1[CH:5]=[CH:4][CH:3]=[C:2]1[C:6]1[S:7][CH:8]=[CH:9][CH:10]=1.O1CCCC1.C([Li])CCC.Br[CH2:22][CH2:23][CH2:24][CH2:25][CH2:26][CH2:27][CH2:28][CH3:29], predict the reaction product. The product is: [CH2:22]([C:3]1[CH:4]=[CH:5][S:1][C:2]=1[C:6]1[S:7][CH:8]=[CH:9][CH:10]=1)[CH2:23][CH2:24][CH2:25][CH2:26][CH2:27][CH2:28][CH3:29]. (4) Given the reactants [C:1]([O:5][C:6](=[O:20])[NH:7][CH2:8][C:9]1[CH:14]=[CH:13][CH:12]=[CH:11][C:10]=1[C:15]1[NH:19][N:18]=[N:17][N:16]=1)([CH3:4])([CH3:3])[CH3:2].[C:21](=O)([O-])[O-].[K+].[K+].IC.O, predict the reaction product. The product is: [C:1]([O:5][C:6](=[O:20])[NH:7][CH2:8][C:9]1[CH:14]=[CH:13][CH:12]=[CH:11][C:10]=1[C:15]1[N:19]([CH3:21])[N:18]=[N:17][N:16]=1)([CH3:4])([CH3:2])[CH3:3]. (5) Given the reactants [CH2:1]([O:3][C:4](=[O:20])[CH2:5][CH2:6][N:7]1[CH2:15][C:14]2[C:9](=[CH:10][CH:11]=[C:12]([N+:16]([O-])=O)[CH:13]=2)[C:8]1=[O:19])[CH3:2].[Cl-].[NH4+], predict the reaction product. The product is: [CH2:1]([O:3][C:4](=[O:20])[CH2:5][CH2:6][N:7]1[CH2:15][C:14]2[C:9](=[CH:10][CH:11]=[C:12]([NH2:16])[CH:13]=2)[C:8]1=[O:19])[CH3:2]. (6) The product is: [F:8][C:7]1[CH:6]=[CH:5][C:4]([N+:9]([O-:11])=[O:10])=[CH:3][C:2]=1[C:22]1[CH:21]=[CH:2][CH:3]=[CH:4][N:9]=1. Given the reactants Br[C:2]1[CH:3]=[C:4]([N+:9]([O-:11])=[O:10])[CH:5]=[CH:6][C:7]=1[F:8].C(=O)(O)[O-].[Na+].O1[CH2:22][CH2:21]OCC1, predict the reaction product.